From a dataset of Catalyst prediction with 721,799 reactions and 888 catalyst types from USPTO. Predict which catalyst facilitates the given reaction. (1) Reactant: CC(OI1(OC(C)=O)(OC(C)=O)OC(=O)C2C=CC=CC1=2)=O.[C:23]([C:27]1[CH:28]=[C:29]([C:33]2[CH:38]=[C:37]([CH2:39][CH2:40][CH2:41][OH:42])[N:36]=[C:35]([C:43]#[N:44])[N:34]=2)[CH:30]=[CH:31][CH:32]=1)([CH3:26])([CH3:25])[CH3:24]. Product: [C:23]([C:27]1[CH:28]=[C:29]([C:33]2[CH:38]=[C:37]([CH2:39][CH2:40][CH:41]=[O:42])[N:36]=[C:35]([C:43]#[N:44])[N:34]=2)[CH:30]=[CH:31][CH:32]=1)([CH3:26])([CH3:24])[CH3:25]. The catalyst class is: 91. (2) Reactant: [OH:1][C@H:2]([C@@H:14]([NH:19][C:20](=[O:40])[O:21][C@H:22]([CH2:27][O:28][C:29]1[CH:34]=[CH:33][C:32]([N:35]2[CH:39]=[CH:38][N:37]=[CH:36]2)=[CH:31][CH:30]=1)[C:23]([CH3:26])([CH3:25])[CH3:24])[CH2:15][CH2:16][CH2:17][CH3:18])[CH2:3][NH:4][S:5]([C:8]1[CH:13]=[CH:12][CH:11]=[CH:10][N:9]=1)(=[O:7])=[O:6].O[C@@H]([C@@H](NC(=O)O[C@H](COC1C=CC(N2C=CN=C2)=CC=1)C(C)(C)C)CCCC)CNS(C1C=CC=CN=1)(=O)=O.CC(OI1(OC(C)=O)(OC(C)=O)OC(=O)C2C=CC=CC1=2)=O.S([O-])([O-])(=O)=S.[Na+].[Na+].C(=O)(O)[O-].[Na+]. Product: [N:9]1[CH:10]=[CH:11][CH:12]=[CH:13][C:8]=1[S:5]([NH:4][CH2:3][C:2]([C@@H:14]([NH:19][C:20](=[O:40])[O:21][C@H:22]([CH2:27][O:28][C:29]1[CH:30]=[CH:31][C:32]([N:35]2[CH:39]=[CH:38][N:37]=[CH:36]2)=[CH:33][CH:34]=1)[C:23]([CH3:26])([CH3:25])[CH3:24])[CH2:15][CH2:16][CH2:17][CH3:18])=[O:1])(=[O:6])=[O:7]. The catalyst class is: 789. (3) Reactant: Cl[S:2]([C:5]1[CH:6]=[C:7]([CH:11]=[CH:12][CH:13]=1)[C:8]([OH:10])=[O:9])(=[O:4])=[O:3].[NH2:14][CH2:15][C:16]1[CH:17]=[CH:18][C:19]([F:42])=[C:20]([C:22]2[CH:27]=[CH:26][CH:25]=[C:24]([CH2:28][N:29]3[CH2:34][CH2:33][N:32]([C:35]([O:37][C:38]([CH3:41])([CH3:40])[CH3:39])=[O:36])[CH2:31][CH2:30]3)[CH:23]=2)[CH:21]=1.CCN(CC)CC. Product: [CH3:41][C:38]([O:37][C:35]([N:32]1[CH2:33][CH2:34][N:29]([CH2:28][C:24]2[CH:23]=[C:22]([C:20]3[C:19]([F:42])=[CH:18][CH:17]=[C:16]([CH2:15][NH:14][S:2]([C:5]4[CH:6]=[C:7]([CH:11]=[CH:12][CH:13]=4)[C:8]([OH:10])=[O:9])(=[O:4])=[O:3])[CH:21]=3)[CH:27]=[CH:26][CH:25]=2)[CH2:30][CH2:31]1)=[O:36])([CH3:39])[CH3:40]. The catalyst class is: 2. (4) Product: [C:30]([C:26]1[C:21]2[NH:22][C:23](=[O:25])[CH2:24][N:19]([C:17]([NH:16][CH:4]([C:5]3[CH:10]=[CH:9][C:8]([O:11][C:12]([F:14])([F:15])[F:13])=[CH:7][CH:6]=3)[CH2:3][O:2][CH3:1])=[O:18])[C:20]=2[N:29]=[CH:28][CH:27]=1)(=[O:32])[CH3:34]. The catalyst class is: 7. Reactant: [CH3:1][O:2][CH2:3][CH:4]([NH:16][C:17]([N:19]1[CH2:24][C:23](=[O:25])[NH:22][C:21]2[C:26]([C:30]([O:32]C)=O)=[CH:27][CH:28]=[N:29][C:20]1=2)=[O:18])[C:5]1[CH:10]=[CH:9][C:8]([O:11][C:12]([F:15])([F:14])[F:13])=[CH:7][CH:6]=1.[CH3:34][Mg]Br.O1CCCC1.Cl. (5) Reactant: [CH3:1][O:2][CH2:3][O:4][C:5]1[CH:10]=[CH:9][C:8](/[C:11](=[C:17](\[C:20]2[CH:25]=[CH:24][CH:23]=[CH:22][C:21]=2[CH3:26])/[CH2:18][CH3:19])/[C:12]([O:14]CC)=[O:13])=[CH:7][CH:6]=1.[OH-].[Na+].Cl. Product: [CH3:1][O:2][CH2:3][O:4][C:5]1[CH:6]=[CH:7][C:8](/[C:11](=[C:17](\[C:20]2[CH:25]=[CH:24][CH:23]=[CH:22][C:21]=2[CH3:26])/[CH2:18][CH3:19])/[C:12]([OH:14])=[O:13])=[CH:9][CH:10]=1. The catalyst class is: 5. (6) Reactant: [CH3:1][S:2]([C:5]1[CH:6]=[C:7]([CH:9]=[CH:10][C:11]=1[O:12][C:13]([F:16])([F:15])[F:14])[NH2:8])(=[O:4])=[O:3].Cl.C1(C)C=CC=CC=1.Cl[C:26](OC(Cl)(Cl)Cl)=[O:27]. Product: [CH3:1][S:2]([C:5]1[CH:6]=[C:7]([N:8]=[C:26]=[O:27])[CH:9]=[CH:10][C:11]=1[O:12][C:13]([F:14])([F:15])[F:16])(=[O:4])=[O:3]. The catalyst class is: 13. (7) Reactant: [Br:1]N1C(=O)CCC1=O.O[CH2:10][C:11]1[CH:12]=[C:13]([C:21]2[CH:26]=[CH:25][C:24]([C:27]#[N:28])=[CH:23][CH:22]=2)[CH:14]=[C:15]([C:17]([F:20])([F:19])[F:18])[CH:16]=1.C1(P(C2C=CC=CC=2)C2C=CC=CC=2)C=CC=CC=1. Product: [Br:1][CH2:10][C:11]1[CH:12]=[C:13]([C:21]2[CH:26]=[CH:25][C:24]([C:27]#[N:28])=[CH:23][CH:22]=2)[CH:14]=[C:15]([C:17]([F:20])([F:19])[F:18])[CH:16]=1. The catalyst class is: 1.